From a dataset of Full USPTO retrosynthesis dataset with 1.9M reactions from patents (1976-2016). Predict the reactants needed to synthesize the given product. The reactants are: C(OC(=O)[NH:7][CH2:8][C@H:9]1[CH2:13][CH2:12][N:11]([C:14]2[CH:19]=[CH:18][C:17]([N+:20]([O-:22])=[O:21])=[CH:16][C:15]=2[Cl:23])[CH2:10]1)(C)(C)C.FC(F)(F)C(O)=O.Cl. Given the product [Cl:23][C:15]1[CH:16]=[C:17]([N+:20]([O-:22])=[O:21])[CH:18]=[CH:19][C:14]=1[N:11]1[CH2:12][CH2:13][C@H:9]([CH2:8][NH2:7])[CH2:10]1, predict the reactants needed to synthesize it.